Dataset: Peptide-MHC class II binding affinity with 134,281 pairs from IEDB. Task: Regression. Given a peptide amino acid sequence and an MHC pseudo amino acid sequence, predict their binding affinity value. This is MHC class II binding data. (1) The peptide sequence is FIFGEARSLYLNTEL. The MHC is DRB3_0202 with pseudo-sequence DRB3_0202. The binding affinity (normalized) is 0.361. (2) The peptide sequence is VIDAMCHATLTYRML. The MHC is DRB1_0301 with pseudo-sequence DRB1_0301. The binding affinity (normalized) is 0.797. (3) The peptide sequence is AFKVAATQANAAPAN. The MHC is DRB1_0401 with pseudo-sequence DRB1_0401. The binding affinity (normalized) is 0.212. (4) The peptide sequence is AVFEAALTKAITAMT. The MHC is HLA-DPA10201-DPB11401 with pseudo-sequence HLA-DPA10201-DPB11401. The binding affinity (normalized) is 0.250. (5) The peptide sequence is MRNVFDDVVPADFKV. The MHC is DRB1_1501 with pseudo-sequence DRB1_1501. The binding affinity (normalized) is 0.249.